This data is from Peptide-MHC class II binding affinity with 134,281 pairs from IEDB. The task is: Regression. Given a peptide amino acid sequence and an MHC pseudo amino acid sequence, predict their binding affinity value. This is MHC class II binding data. The peptide sequence is ISRRDQRGSGQVVTY. The MHC is DRB3_0301 with pseudo-sequence DRB3_0301. The binding affinity (normalized) is 0.377.